Task: Regression. Given a peptide amino acid sequence and an MHC pseudo amino acid sequence, predict their binding affinity value. This is MHC class I binding data.. Dataset: Peptide-MHC class I binding affinity with 185,985 pairs from IEDB/IMGT (1) The peptide sequence is IMETIDPVYI. The MHC is HLA-A02:01 with pseudo-sequence HLA-A02:01. The binding affinity (normalized) is 0.552. (2) The peptide sequence is MVQYTRNSF. The MHC is HLA-B15:01 with pseudo-sequence HLA-B15:01. The binding affinity (normalized) is 0.607. (3) The binding affinity (normalized) is 0.881. The MHC is HLA-A03:01 with pseudo-sequence HLA-A03:01. The peptide sequence is SLFYTFAISY. (4) The binding affinity (normalized) is 0.0506. The MHC is HLA-A23:01 with pseudo-sequence HLA-A23:01. The peptide sequence is PIQKETWETW. (5) The peptide sequence is RCSSNITGL. The MHC is H-2-Db with pseudo-sequence H-2-Db. The binding affinity (normalized) is 0. (6) The peptide sequence is FKSVEFDMS. The MHC is H-2-Db with pseudo-sequence H-2-Db. The binding affinity (normalized) is 0.134. (7) The peptide sequence is IRHVYHNLK. The MHC is HLA-A68:02 with pseudo-sequence HLA-A68:02. The binding affinity (normalized) is 0.0847. (8) The peptide sequence is SFHQQSSGI. The MHC is Patr-A0901 with pseudo-sequence Patr-A0901. The binding affinity (normalized) is 0.356.